Dataset: Reaction yield outcomes from USPTO patents with 853,638 reactions. Task: Predict the reaction yield, written as a fraction of the theoretical maximum amount of product (1.0 means a 100% yield; for example, 0.34 means a 34% yield). (1) The reactants are [NH2:1][C:2]1[C:3]2[CH:23]=[CH:22][CH:21]=[CH:20][C:4]=2[C:5]2[C@@H:6]([CH2:18][Cl:19])[CH2:7][N:8]([C:11]([O:13][C:14]([CH3:17])([CH3:16])[CH3:15])=[O:12])[C:9]=2[CH:10]=1.[O:24]=[C:25]1[CH:29]=[CH:28][C:27](=[O:30])[N:26]1[CH2:31][CH2:32][CH2:33][CH2:34][CH2:35][C:36](O)=[O:37].Cl.CN(C)CCCN=C=NCC.C1(C)C=CC(S(O)(=O)=O)=CC=1. The catalyst is CC(N(C)C)=O. The product is [Cl:19][CH2:18][C@@H:6]1[C:5]2[C:4]3[CH:20]=[CH:21][CH:22]=[CH:23][C:3]=3[C:2]([NH:1][C:36](=[O:37])[CH2:35][CH2:34][CH2:33][CH2:32][CH2:31][N:26]3[C:27](=[O:30])[CH:28]=[CH:29][C:25]3=[O:24])=[CH:10][C:9]=2[N:8]([C:11]([O:13][C:14]([CH3:16])([CH3:17])[CH3:15])=[O:12])[CH2:7]1. The yield is 0.470. (2) The reactants are C([O:3][C:4](=[O:36])[CH2:5][C@@H:6]([N:13]1[C:21]2[CH:20]=[C:19]([CH3:22])[N:18]=[CH:17][C:16]=2[N:15]([CH2:23][C:24]2[C:32]3[C:27](=[CH:28][CH:29]=[CH:30][C:31]=3[CH3:33])[N:26]([CH3:34])[CH:25]=2)[C:14]1=[O:35])[C:7]1[CH:12]=[CH:11][CH:10]=[CH:9][CH:8]=1)C.[OH-].[Na+].C(O)(=O)CC(CC(O)=O)(C(O)=O)O. The catalyst is CO. The product is [CH3:34][N:26]1[C:27]2[C:32](=[C:31]([CH3:33])[CH:30]=[CH:29][CH:28]=2)[C:24]([CH2:23][N:15]2[C:16]3[CH:17]=[N:18][C:19]([CH3:22])=[CH:20][C:21]=3[N:13]([C@@H:6]([C:7]3[CH:12]=[CH:11][CH:10]=[CH:9][CH:8]=3)[CH2:5][C:4]([OH:36])=[O:3])[C:14]2=[O:35])=[CH:25]1. The yield is 0.890. (3) The product is [S:26]1[CH:30]=[CH:29][C:28]([CH2:31][C:32]([NH:1][C:2]2[CH:3]=[C:4]([C:8]3[C:16]4[C:11](=[CH:12][CH:13]=[C:14]([C:17]([NH2:19])=[O:18])[CH:15]=4)[NH:10][N:9]=3)[CH:5]=[CH:6][CH:7]=2)=[O:33])=[CH:27]1. No catalyst specified. The yield is 0.0500. The reactants are [NH2:1][C:2]1[CH:3]=[C:4]([C:8]2[C:16]3[C:11](=[CH:12][CH:13]=[C:14]([C:17]([NH2:19])=[O:18])[CH:15]=3)[N:10](C3CCCCO3)[N:9]=2)[CH:5]=[CH:6][CH:7]=1.[S:26]1[CH:30]=[CH:29][C:28]([CH2:31][C:32](O)=[O:33])=[CH:27]1.CCN=C=NCCCN(C)C. (4) The reactants are [C:1]([CH2:3][C:4]([C@@H:6]1[CH2:10][CH2:9][CH2:8][N:7]1[C:11]([O:13][C:14]([CH3:17])([CH3:16])[CH3:15])=[O:12])=O)#[N:2].[CH3:18][NH:19][NH2:20]. The catalyst is CCO. The product is [NH2:2][C:1]1[N:19]([CH3:18])[N:20]=[C:4]([C@@H:6]2[CH2:10][CH2:9][CH2:8][N:7]2[C:11]([O:13][C:14]([CH3:17])([CH3:16])[CH3:15])=[O:12])[CH:3]=1. The yield is 0.680. (5) The reactants are C(NC(C)C)(C)C.C([Li])CCC.[O:13]=[C:14]1[CH2:19][CH2:18][N:17]([C:20]([O:22][C:23]([CH3:26])([CH3:25])[CH3:24])=[O:21])[CH2:16][CH2:15]1.[F:27][C:28]([F:47])([F:46])S(N(C1C=CC=CN=1)S([C:28]([F:47])([F:46])[F:27])(=O)=O)(=O)=O.C1C[O:51][CH2:50]C1. No catalyst specified. The product is [F:27][C:28]([F:47])([F:46])[C:50]([O:13][C:14]1[CH2:19][CH2:18][N:17]([C:20]([O:22][C:23]([CH3:26])([CH3:25])[CH3:24])=[O:21])[CH2:16][CH:15]=1)=[O:51]. The yield is 0.740.